Dataset: Catalyst prediction with 721,799 reactions and 888 catalyst types from USPTO. Task: Predict which catalyst facilitates the given reaction. (1) Reactant: [Cl:1][C:2]1[CH:7]=[C:6]([N+:8]([O-])=O)[CH:5]=[CH:4][C:3]=1[CH2:11][CH2:12][OH:13].C(N(CC)C(C)C)(C)C.[CH3:23][O:24][CH2:25]Cl. The catalyst class is: 4. Product: [Cl:1][C:2]1[CH:7]=[C:6]([CH:5]=[CH:4][C:3]=1[CH2:11][CH2:12][O:13][CH2:23][O:24][CH3:25])[NH2:8]. (2) Reactant: [CH3:1][O:2][C:3]([CH:5]1[CH2:9][CH:8]([N:10]=[N+]=[N-])[CH2:7][N:6]1[C:13]([O:15][C:16]([CH3:19])([CH3:18])[CH3:17])=[O:14])=[O:4].P(C1C=CC=CC=1)(C1C=CC=CC=1)C1C=CC=CC=1.O. Product: [CH3:1][O:2][C:3]([C@@H:5]1[CH2:9][C@@H:8]([NH2:10])[CH2:7][N:6]1[C:13]([O:15][C:16]([CH3:19])([CH3:18])[CH3:17])=[O:14])=[O:4]. The catalyst class is: 1.